This data is from Catalyst prediction with 721,799 reactions and 888 catalyst types from USPTO. The task is: Predict which catalyst facilitates the given reaction. The catalyst class is: 6. Product: [Cl:22][CH2:23][C:24]([NH:4][C:3]1[C:5]([CH3:9])=[CH:6][CH:7]=[CH:8][C:2]=1[CH3:1])=[O:25]. Reactant: [CH3:1][C:2]1[CH:8]=[CH:7][CH:6]=[C:5]([CH3:9])[C:3]=1[NH2:4].C(OCC)(=O)C.C(=O)([O-])[O-].[Na+].[Na+].[Cl:22][CH2:23][C:24](Cl)=[O:25].